From a dataset of Peptide-MHC class I binding affinity with 185,985 pairs from IEDB/IMGT. Regression. Given a peptide amino acid sequence and an MHC pseudo amino acid sequence, predict their binding affinity value. This is MHC class I binding data. (1) The peptide sequence is LTSVDIETAI. The MHC is HLA-A02:01 with pseudo-sequence HLA-A02:01. The binding affinity (normalized) is 0.185. (2) The peptide sequence is SVLDIISSK. The MHC is HLA-A68:01 with pseudo-sequence HLA-A68:01. The binding affinity (normalized) is 0.518. (3) The binding affinity (normalized) is 0.0847. The MHC is HLA-B07:02 with pseudo-sequence HLA-B07:02. The peptide sequence is RTGTRLLGR. (4) The peptide sequence is TAYCPLQHW. The MHC is HLA-B08:01 with pseudo-sequence HLA-B08:01. The binding affinity (normalized) is 0.213. (5) The MHC is HLA-C04:01 with pseudo-sequence HLA-C04:01. The peptide sequence is MVFGRFSFA. The binding affinity (normalized) is 0.213.